This data is from NCI-60 drug combinations with 297,098 pairs across 59 cell lines. The task is: Regression. Given two drug SMILES strings and cell line genomic features, predict the synergy score measuring deviation from expected non-interaction effect. (1) Drug 1: C1=NC(=NC(=O)N1C2C(C(C(O2)CO)O)O)N. Drug 2: N.N.Cl[Pt+2]Cl. Cell line: HCC-2998. Synergy scores: CSS=16.9, Synergy_ZIP=-3.83, Synergy_Bliss=3.86, Synergy_Loewe=1.15, Synergy_HSA=5.51. (2) Drug 1: CN(C)N=NC1=C(NC=N1)C(=O)N. Drug 2: CC1CCC2CC(C(=CC=CC=CC(CC(C(=O)C(C(C(=CC(C(=O)CC(OC(=O)C3CCCCN3C(=O)C(=O)C1(O2)O)C(C)CC4CCC(C(C4)OC)O)C)C)O)OC)C)C)C)OC. Cell line: DU-145. Synergy scores: CSS=20.5, Synergy_ZIP=-8.67, Synergy_Bliss=-6.66, Synergy_Loewe=-22.1, Synergy_HSA=-6.68.